The task is: Regression. Given a peptide amino acid sequence and an MHC pseudo amino acid sequence, predict their binding affinity value. This is MHC class I binding data.. This data is from Peptide-MHC class I binding affinity with 185,985 pairs from IEDB/IMGT. The peptide sequence is NYVHCFRKPH. The MHC is HLA-A68:01 with pseudo-sequence HLA-A68:01. The binding affinity (normalized) is 0.